Dataset: Catalyst prediction with 721,799 reactions and 888 catalyst types from USPTO. Task: Predict which catalyst facilitates the given reaction. Reactant: Cl[C:2]1[CH:7]=[CH:6][N:5]=[C:4]([S:8]([CH3:11])(=[O:10])=[O:9])[N:3]=1.S1C(C2C=C(N)C=C3C=2N[N:23]=C3)=CC2C=CC=CC1=2.CCN(CC)CC. Product: [CH3:11][S:8]([C:4]1[N:3]=[C:2]([NH2:23])[CH:7]=[CH:6][N:5]=1)(=[O:10])=[O:9]. The catalyst class is: 57.